This data is from Forward reaction prediction with 1.9M reactions from USPTO patents (1976-2016). The task is: Predict the product of the given reaction. (1) Given the reactants [N:1]1[CH:6]=[CH:5][C:4]([O:7][CH:8]2[CH2:11][N:10](C(OC(C)(C)C)=O)[CH2:9]2)=[CH:3][CH:2]=1.C(O)(C(F)(F)F)=O, predict the reaction product. The product is: [NH:10]1[CH2:11][CH:8]([O:7][C:4]2[CH:5]=[CH:6][N:1]=[CH:2][CH:3]=2)[CH2:9]1. (2) Given the reactants [O:1]([CH2:9][CH3:10])S(C(F)(F)F)(=O)=O.[CH3:11][N:12]1[C:16](C2C=CN=C(NC3C=CC(NS(C)(=O)=O)=CC=3)N=2)=[CH:15][N:14]=[C:13]1[CH3:35].[CH2:36](Cl)Cl, predict the reaction product. The product is: [CH2:11]([N:12]1[C:16]([C:9](=[O:1])[CH3:10])=[CH:15][N:14]=[C:13]1[CH3:35])[CH3:36]. (3) Given the reactants [CH3:1][O:2][C:3]1[CH:8]=[CH:7][C:6]([C:9]2[CH:10]=[C:11]3[C:15](=[CH:16][CH:17]=2)[NH:14][C:13]2[N:18]=[CH:19][C:20]([C:22]4[CH:23]=[C:24]([NH2:28])[CH:25]=[CH:26][CH:27]=4)=[CH:21][C:12]3=2)=[CH:5][CH:4]=1.[C:29]1([S:35](Cl)(=[O:37])=[O:36])[CH:34]=[CH:33][CH:32]=[CH:31][CH:30]=1, predict the reaction product. The product is: [CH3:1][O:2][C:3]1[CH:4]=[CH:5][C:6]([C:9]2[CH:10]=[C:11]3[C:15](=[CH:16][CH:17]=2)[NH:14][C:13]2[N:18]=[CH:19][C:20]([C:22]4[CH:23]=[C:24]([NH:28][S:35]([C:29]5[CH:34]=[CH:33][CH:32]=[CH:31][CH:30]=5)(=[O:37])=[O:36])[CH:25]=[CH:26][CH:27]=4)=[CH:21][C:12]3=2)=[CH:7][CH:8]=1. (4) Given the reactants C(=O)([O-])[O-].[K+].[K+].C1(S([N:16]2[C:20]3=[CH:21][N:22]=[CH:23][CH:24]=[C:19]3[C:18]([C:25]3[C:29]([C:30]4[CH:35]=[CH:34][CH:33]=[CH:32][N:31]=4)=[N:28][N:27]4[CH2:36][CH2:37][CH2:38][C:26]=34)=[CH:17]2)(=O)=O)C=CC=CC=1, predict the reaction product. The product is: [N:31]1[CH:32]=[CH:33][CH:34]=[CH:35][C:30]=1[C:29]1[C:25]([C:18]2[C:19]3[C:20](=[CH:21][N:22]=[CH:23][CH:24]=3)[NH:16][CH:17]=2)=[C:26]2[CH2:38][CH2:37][CH2:36][N:27]2[N:28]=1. (5) The product is: [Cl:1][C:2]1[CH:8]=[C:7]([O:9][C:10]2[C:11]3[N:18]([CH3:19])[C:17]([C:20]([CH3:27])([O:22][Si:23]([CH3:25])([CH3:24])[CH3:26])[CH3:21])=[CH:16][C:12]=3[N:13]=[CH:14][N:15]=2)[CH:6]=[CH:5][C:3]=1[NH:4][C:44]([NH:43][C:39]1[CH:40]=[CH:41][CH:42]=[C:37]([C:36]([F:35])([F:46])[F:47])[CH:38]=1)=[O:45]. Given the reactants [Cl:1][C:2]1[CH:8]=[C:7]([O:9][C:10]2[C:11]3[N:18]([CH3:19])[C:17]([C:20]([CH3:27])([O:22][Si:23]([CH3:26])([CH3:25])[CH3:24])[CH3:21])=[CH:16][C:12]=3[N:13]=[CH:14][N:15]=2)[CH:6]=[CH:5][C:3]=1[NH2:4].C(N(CC)CC)C.[F:35][C:36]([F:47])([F:46])[C:37]1[CH:38]=[C:39]([N:43]=[C:44]=[O:45])[CH:40]=[CH:41][CH:42]=1.O, predict the reaction product. (6) Given the reactants [C:1]([O:5][C:6]([NH:8][CH2:9][C@H:10]1[CH2:15][CH2:14][C@H:13]([C:16]([NH:18][C@@H:19]([CH2:23][C:24]2[CH:29]=[CH:28][C:27]([C:30]3[CH:35]=[CH:34][C:33]([C:36](=[O:51])[NH:37][CH:38]4[CH2:43][CH2:42][N:41]([C:44]([O:46][C:47]([CH3:50])([CH3:49])[CH3:48])=[O:45])[CH2:40][CH2:39]4)=[CH:32][C:31]=3[CH3:52])=[CH:26][CH:25]=2)[C:20](O)=[O:21])=[O:17])[CH2:12][CH2:11]1)=[O:7])([CH3:4])([CH3:3])[CH3:2].[NH:53]1[CH:57]=[C:56]([C:58]2[CH:64]=[CH:63][C:61]([NH2:62])=[CH:60][CH:59]=2)[N:55]=[CH:54]1.C(N(CC)C(C)C)(C)C.F[P-](F)(F)(F)(F)F.CN(C(ON1C2=NC=CC=C2N=N1)=[N+](C)C)C, predict the reaction product. The product is: [C:1]([O:5][C:6]([NH:8][CH2:9][C@H:10]1[CH2:15][CH2:14][C@H:13]([C:16]([NH:18][C@H:19]([C:20]([NH:62][C:61]2[CH:63]=[CH:64][C:58]([C:56]3[N:55]=[CH:54][NH:53][CH:57]=3)=[CH:59][CH:60]=2)=[O:21])[CH2:23][C:24]2[CH:29]=[CH:28][C:27]([C:30]3[CH:35]=[CH:34][C:33]([C:36]([NH:37][CH:38]4[CH2:39][CH2:40][N:41]([C:44]([O:46][C:47]([CH3:50])([CH3:49])[CH3:48])=[O:45])[CH2:42][CH2:43]4)=[O:51])=[CH:32][C:31]=3[CH3:52])=[CH:26][CH:25]=2)=[O:17])[CH2:12][CH2:11]1)=[O:7])([CH3:3])([CH3:2])[CH3:4].